From a dataset of Catalyst prediction with 721,799 reactions and 888 catalyst types from USPTO. Predict which catalyst facilitates the given reaction. (1) Reactant: [NH2:1][C:2]1[CH:9]=[CH:8][C:5]([C:6]#[N:7])=[CH:4][N:3]=1.C[Si]([N-][Si](C)(C)C)(C)C.[Na+].[S:20](Cl)(=[O:23])(=[O:22])N.[CH3:25][N:26]([CH:28]=O)C. Product: [CH3:25][N:26]([CH3:28])[S:20]([NH:1][C:2]1[N:3]=[CH:4][C:5]([C:6]#[N:7])=[CH:8][CH:9]=1)(=[O:23])=[O:22]. The catalyst class is: 464. (2) Reactant: [NH:1]1[CH:5]=[C:4]([C:6]([OH:8])=O)[N:3]=[N:2]1.CCN(C(C)C)C(C)C.CN(C(ON1N=NC2C=CC=NC1=2)=[N+](C)C)C.F[P-](F)(F)(F)(F)F.[N:42]1([CH2:48][CH2:49][O:50][C:51](=[O:72])[C@@:52]([CH2:70][OH:71])([CH3:69])[CH2:53][C@H:54]([NH2:68])[CH2:55][C:56]2[CH:61]=[CH:60][C:59]([C:62]3[CH:67]=[CH:66][CH:65]=[CH:64][CH:63]=3)=[CH:58][CH:57]=2)[CH2:47][CH2:46][CH2:45][CH2:44][CH2:43]1. Product: [N:42]1([CH2:48][CH2:49][O:50][C:51](=[O:72])[C@@:52]([CH2:70][OH:71])([CH3:69])[CH2:53][C@H:54]([NH:68][C:6]([C:4]2[NH:3][N:2]=[N:1][CH:5]=2)=[O:8])[CH2:55][C:56]2[CH:57]=[CH:58][C:59]([C:62]3[CH:67]=[CH:66][CH:65]=[CH:64][CH:63]=3)=[CH:60][CH:61]=2)[CH2:43][CH2:44][CH2:45][CH2:46][CH2:47]1. The catalyst class is: 3. (3) Reactant: [C:1]([C:5]1[CH:25]=[C:24]([F:26])[CH:23]=[CH:22][C:6]=1[O:7][CH2:8][CH:9]1[CH2:13][CH2:12][N:11]([C:14](=[O:21])[CH2:15][C:16]([O:18]CC)=[O:17])[CH2:10]1)([CH3:4])([CH3:3])[CH3:2].[OH-].[Li+].Cl. Product: [C:1]([C:5]1[CH:25]=[C:24]([F:26])[CH:23]=[CH:22][C:6]=1[O:7][CH2:8][CH:9]1[CH2:13][CH2:12][N:11]([C:14](=[O:21])[CH2:15][C:16]([OH:18])=[O:17])[CH2:10]1)([CH3:4])([CH3:2])[CH3:3]. The catalyst class is: 1. (4) Reactant: [C:1]1([C:7]2[C:20]3[C:15](=[CH:16][CH:17]=[CH:18][CH:19]=3)[C:14](B(O)O)=[C:13]3[C:8]=2[CH:9]=[CH:10][CH:11]=[CH:12]3)[CH:6]=[CH:5][CH:4]=[CH:3][CH:2]=1.Br[C:25]1[CH:34]=[CH:33][C:32]2[C:27](=[CH:28][CH:29]=[C:30]([Br:35])[CH:31]=2)[CH:26]=1.C(=O)([O-])[O-].[Na+].[Na+]. Product: [Br:35][C:30]1[CH:29]=[CH:28][C:27]2[C:32](=[CH:33][CH:34]=[C:25]([C:14]3[C:15]4[C:20](=[CH:19][CH:18]=[CH:17][CH:16]=4)[C:7]([C:1]4[CH:6]=[CH:5][CH:4]=[CH:3][CH:2]=4)=[C:8]4[C:13]=3[CH:12]=[CH:11][CH:10]=[CH:9]4)[CH:26]=2)[CH:31]=1. The catalyst class is: 276. (5) Reactant: [C:1]([O:5][C:6](=[O:15])[NH:7][C:8]1[S:9][CH:10]=[C:11]([CH2:13][CH3:14])[N:12]=1)([CH3:4])([CH3:3])[CH3:2].[Li]CCCC.CCCCCC.[CH3:27][S:28]SC. Product: [C:1]([O:5][C:6](=[O:15])[NH:7][C:8]1[S:9][C:10]([S:28][CH3:27])=[C:11]([CH2:13][CH3:14])[N:12]=1)([CH3:4])([CH3:3])[CH3:2]. The catalyst class is: 1. (6) Reactant: C([O:8][C:9]1[C:14]([Cl:15])=[CH:13][C:12]([C:16]([N:18]2[C:23]3[C:24]([O:28]CC4C=CC=CC=4)=[CH:25][CH:26]=[CH:27][C:22]=3[O:21][CH2:20][CH2:19]2)=[O:17])=[CH:11][C:10]=1[Cl:36])C1C=CC=CC=1. Product: [Cl:36][C:10]1[CH:11]=[C:12]([C:16]([N:18]2[C:23]3[C:24]([OH:28])=[CH:25][CH:26]=[CH:27][C:22]=3[O:21][CH2:20][CH2:19]2)=[O:17])[CH:13]=[C:14]([Cl:15])[C:9]=1[OH:8]. The catalyst class is: 457.